Predict the reaction yield, written as a fraction of the theoretical maximum amount of product (1.0 means a 100% yield; for example, 0.34 means a 34% yield). From a dataset of Reaction yield outcomes from USPTO patents with 853,638 reactions. (1) The reactants are [F:1][C:2]1[CH:6]=[N:5][N:4]([CH3:7])[C:3]=1[C:8]1[CH:9]=[C:10]([NH2:16])[CH:11]=[CH:12][C:13]=1[O:14][CH3:15].[F:17][C:18]([F:29])([F:28])[C:19]1[CH:20]=[C:21]([N:25]=[C:26]=[O:27])[CH:22]=[CH:23][CH:24]=1. No catalyst specified. The product is [F:1][C:2]1[CH:6]=[N:5][N:4]([CH3:7])[C:3]=1[C:8]1[CH:9]=[C:10]([NH:16][C:26]([NH:25][C:21]2[CH:22]=[CH:23][CH:24]=[C:19]([C:18]([F:17])([F:28])[F:29])[CH:20]=2)=[O:27])[CH:11]=[CH:12][C:13]=1[O:14][CH3:15]. The yield is 0.480. (2) The yield is 0.600. The reactants are [O:1]1[CH2:3][CH:2]1[CH2:4][O:5][C@H:6]1[CH2:11][CH2:10][C@H:9]([N:12]2[C:17](=[O:18])[C:16]([CH2:19][C:20]3[CH:25]=[CH:24][C:23]([C:26]4[C:27]([C:32]#[N:33])=[CH:28][CH:29]=[CH:30][CH:31]=4)=[CH:22][CH:21]=3)=[C:15]([CH2:34][CH2:35][CH3:36])[N:14]3[N:37]=[CH:38][N:39]=[C:13]23)[CH2:8][CH2:7]1.[FH:40].[K].CCCC[N+](CCCC)(CCCC)CCCC.F.F.[F-].ClC1C=CC=CC=1. The product is [F:40][CH2:3][CH:2]([OH:1])[CH2:4][O:5][C@H:6]1[CH2:11][CH2:10][C@H:9]([N:12]2[C:17](=[O:18])[C:16]([CH2:19][C:20]3[CH:25]=[CH:24][C:23]([C:26]4[C:27]([C:32]#[N:33])=[CH:28][CH:29]=[CH:30][CH:31]=4)=[CH:22][CH:21]=3)=[C:15]([CH2:34][CH2:35][CH3:36])[N:14]3[N:37]=[CH:38][N:39]=[C:13]23)[CH2:8][CH2:7]1. The catalyst is C1(C)C=CC=CC=1. (3) The reactants are [C:1]([O:5][C:6]([N:8]1[CH2:13][CH2:12][N:11]([CH:14]([C:25](OCC)=[O:26])[C:15]2[CH:20]=[CH:19][CH:18]=[C:17]([C:21]([F:24])([F:23])[F:22])[CH:16]=2)[CH2:10][CH2:9]1)=[O:7])([CH3:4])([CH3:3])[CH3:2].[H-].[Al+3].[Li+].[H-].[H-].[H-]. The catalyst is O1CCCC1. The product is [C:1]([O:5][C:6]([N:8]1[CH2:13][CH2:12][N:11]([CH:14]([C:15]2[CH:20]=[CH:19][CH:18]=[C:17]([C:21]([F:23])([F:24])[F:22])[CH:16]=2)[CH2:25][OH:26])[CH2:10][CH2:9]1)=[O:7])([CH3:4])([CH3:2])[CH3:3]. The yield is 0.740. (4) The product is [CH2:10]([C:1]1([OH:8])[CH2:7][CH2:6][CH2:5][CH2:4][CH:3]=[CH:2]1)[CH2:11][CH2:12][CH3:13]. The catalyst is CCOCC. The yield is 0.260. The reactants are [C:1]1(=[O:8])[CH2:7][CH2:6][CH2:5][CH2:4][CH:3]=[CH:2]1.[Li][CH2:10][CH2:11][CH2:12][CH3:13]. (5) The reactants are [N:1]1([CH2:6][CH2:7][CH2:8][CH2:9][C:10]2[CH:25]=[CH:24][C:13]([O:14][CH2:15][C:16]3[O:17][CH:18]=[C:19]([C:21]([OH:23])=O)[N:20]=3)=[CH:12][CH:11]=2)[CH:5]=[CH:4][N:3]=[N:2]1.S(Cl)(Cl)=O.[Cl:30][C:31]1[CH:36]=[CH:35][CH:34]=[C:33]([Cl:37])[C:32]=1[NH2:38]. The catalyst is Cl. The product is [Cl:30][C:31]1[CH:36]=[CH:35][CH:34]=[C:33]([Cl:37])[C:32]=1[NH:38][C:21]([C:19]1[N:20]=[C:16]([CH2:15][O:14][C:13]2[CH:12]=[CH:11][C:10]([CH2:9][CH2:8][CH2:7][CH2:6][N:1]3[CH:5]=[CH:4][N:3]=[N:2]3)=[CH:25][CH:24]=2)[O:17][CH:18]=1)=[O:23]. The yield is 0.999. (6) The reactants are [OH:1][C@@H:2]([C@H:4]1[C:10](=[O:11])[N:9]2[C@@H:5]1[CH2:6][C:7]([C:15]1[CH:20]=[CH:19][C:18]([N:21]3[CH2:25][CH2:24][N:23]([CH3:26])[C:22]3=[O:27])=[CH:17][CH:16]=1)=[C:8]2[C:12]([O-:14])=[O:13])[CH3:3].[Na+].[C:29]([O:35][CH2:36]I)(=[O:34])[C:30]([CH3:33])([CH3:32])[CH3:31]. The catalyst is CN(C=O)C.C(OCC)(=O)C. The product is [OH:1][C@@H:2]([C@H:4]1[C:10](=[O:11])[N:9]2[C@@H:5]1[CH2:6][C:7]([C:15]1[CH:20]=[CH:19][C:18]([N:21]3[CH2:25][CH2:24][N:23]([CH3:26])[C:22]3=[O:27])=[CH:17][CH:16]=1)=[C:8]2[C:12]([O:14][CH2:36][O:35][C:29](=[O:34])[C:30]([CH3:33])([CH3:32])[CH3:31])=[O:13])[CH3:3]. The yield is 0.780. (7) The reactants are [C:1]([O:5][C:6]([N:8]1[CH2:13][CH2:12][CH:11]([C:14]2[N:18]([C:19]3[CH:24]=[CH:23][C:22]([CH:25]([CH3:27])[CH3:26])=[CH:21][CH:20]=3)[N:17]=[CH:16][C:15]=2[C:28](O)=[O:29])[CH2:10][CH2:9]1)=[O:7])([CH3:4])([CH3:3])[CH3:2].C1CCC(N=C=NC2CCCCC2)CC1.[CH3:46][C:47]1[CH:48]=[C:49]([CH:51]=[C:52]([CH3:54])[CH:53]=1)[NH2:50]. The catalyst is CN(C1C=CN=CC=1)C.C(Cl)Cl. The product is [C:1]([O:5][C:6]([N:8]1[CH2:13][CH2:12][CH:11]([C:14]2[N:18]([C:19]3[CH:24]=[CH:23][C:22]([CH:25]([CH3:26])[CH3:27])=[CH:21][CH:20]=3)[N:17]=[CH:16][C:15]=2[C:28](=[O:29])[NH:50][C:49]2[CH:51]=[C:52]([CH3:54])[CH:53]=[C:47]([CH3:46])[CH:48]=2)[CH2:10][CH2:9]1)=[O:7])([CH3:3])([CH3:2])[CH3:4]. The yield is 0.470. (8) The reactants are [C:1]([C:4]1[CH:5]=[C:6]2[C:10](=[CH:11][CH:12]=1)[NH:9][C:8](=[O:13])[CH2:7]2)(=O)[CH3:2].C([SiH](CC)CC)C. The catalyst is FC(F)(F)C(O)=O. The product is [CH2:1]([C:4]1[CH:5]=[C:6]2[C:10](=[CH:11][CH:12]=1)[NH:9][C:8](=[O:13])[CH2:7]2)[CH3:2]. The yield is 0.710. (9) The product is [CH2:1]([N:8]1[CH2:23][CH2:24][N:14]([C:15]([O:16][C:17]([CH3:20])([CH3:19])[CH3:18])=[O:21])[C@H:10]([CH:11]([CH3:13])[CH3:12])[C:9]1=[O:22])[C:2]1[CH:7]=[CH:6][CH:5]=[CH:4][CH:3]=1. The catalyst is CN(C=O)C. The yield is 0.630. The reactants are [CH2:1]([N:8]([CH2:23][CH2:24]Cl)[C:9](=[O:22])[C@H:10]([NH:14][C:15](=[O:21])[O:16][C:17]([CH3:20])([CH3:19])[CH3:18])[CH:11]([CH3:13])[CH3:12])[C:2]1[CH:7]=[CH:6][CH:5]=[CH:4][CH:3]=1.[H-].[Na+].